Predict the reactants needed to synthesize the given product. From a dataset of Retrosynthesis with 50K atom-mapped reactions and 10 reaction types from USPTO. Given the product O=C(Nc1ccncc1Cl)c1cc2c(s1)-c1ccccc1OCC2, predict the reactants needed to synthesize it. The reactants are: Nc1ccncc1Cl.O=C(Cl)c1cc2c(s1)-c1ccccc1OCC2.